From a dataset of NCI-60 drug combinations with 297,098 pairs across 59 cell lines. Regression. Given two drug SMILES strings and cell line genomic features, predict the synergy score measuring deviation from expected non-interaction effect. (1) Drug 1: CCC1=CC2CC(C3=C(CN(C2)C1)C4=CC=CC=C4N3)(C5=C(C=C6C(=C5)C78CCN9C7C(C=CC9)(C(C(C8N6C)(C(=O)OC)O)OC(=O)C)CC)OC)C(=O)OC.C(C(C(=O)O)O)(C(=O)O)O. Drug 2: CC(C)NC(=O)C1=CC=C(C=C1)CNNC.Cl. Cell line: SR. Synergy scores: CSS=60.2, Synergy_ZIP=0.489, Synergy_Bliss=0.0379, Synergy_Loewe=-29.0, Synergy_HSA=1.44. (2) Drug 1: C1=NC(=NC(=O)N1C2C(C(C(O2)CO)O)O)N. Drug 2: COCCOC1=C(C=C2C(=C1)C(=NC=N2)NC3=CC=CC(=C3)C#C)OCCOC.Cl. Cell line: BT-549. Synergy scores: CSS=29.1, Synergy_ZIP=-7.37, Synergy_Bliss=-1.06, Synergy_Loewe=-5.90, Synergy_HSA=0.178. (3) Drug 1: C1CN1C2=NC(=NC(=N2)N3CC3)N4CC4. Drug 2: CN(C)N=NC1=C(NC=N1)C(=O)N. Cell line: TK-10. Synergy scores: CSS=22.2, Synergy_ZIP=-3.41, Synergy_Bliss=6.59, Synergy_Loewe=2.63, Synergy_HSA=5.46. (4) Drug 1: CC1C(C(=O)NC(C(=O)N2CCCC2C(=O)N(CC(=O)N(C(C(=O)O1)C(C)C)C)C)C(C)C)NC(=O)C3=C4C(=C(C=C3)C)OC5=C(C(=O)C(=C(C5=N4)C(=O)NC6C(OC(=O)C(N(C(=O)CN(C(=O)C7CCCN7C(=O)C(NC6=O)C(C)C)C)C)C(C)C)C)N)C. Drug 2: CCC1(CC2CC(C3=C(CCN(C2)C1)C4=CC=CC=C4N3)(C5=C(C=C6C(=C5)C78CCN9C7C(C=CC9)(C(C(C8N6C=O)(C(=O)OC)O)OC(=O)C)CC)OC)C(=O)OC)O.OS(=O)(=O)O. Cell line: 786-0. Synergy scores: CSS=9.69, Synergy_ZIP=-7.90, Synergy_Bliss=1.05, Synergy_Loewe=-5.18, Synergy_HSA=-1.75. (5) Drug 1: CC1=C(N=C(N=C1N)C(CC(=O)N)NCC(C(=O)N)N)C(=O)NC(C(C2=CN=CN2)OC3C(C(C(C(O3)CO)O)O)OC4C(C(C(C(O4)CO)O)OC(=O)N)O)C(=O)NC(C)C(C(C)C(=O)NC(C(C)O)C(=O)NCCC5=NC(=CS5)C6=NC(=CS6)C(=O)NCCC[S+](C)C)O. Drug 2: C1=NNC2=C1C(=O)NC=N2. Cell line: OVCAR-5. Synergy scores: CSS=26.7, Synergy_ZIP=-6.60, Synergy_Bliss=1.05, Synergy_Loewe=-13.7, Synergy_HSA=2.52. (6) Drug 1: CC1C(C(CC(O1)OC2CC(CC3=C2C(=C4C(=C3O)C(=O)C5=C(C4=O)C(=CC=C5)OC)O)(C(=O)CO)O)N)O.Cl. Drug 2: N.N.Cl[Pt+2]Cl. Cell line: BT-549. Synergy scores: CSS=44.3, Synergy_ZIP=-6.17, Synergy_Bliss=-4.67, Synergy_Loewe=2.16, Synergy_HSA=4.02. (7) Synergy scores: CSS=72.2, Synergy_ZIP=-3.36, Synergy_Bliss=-3.71, Synergy_Loewe=-2.07, Synergy_HSA=-2.30. Cell line: MOLT-4. Drug 2: CC1=C(C(=CC=C1)Cl)NC(=O)C2=CN=C(S2)NC3=CC(=NC(=N3)C)N4CCN(CC4)CCO. Drug 1: C1CN1P(=S)(N2CC2)N3CC3. (8) Drug 1: C1=NC2=C(N=C(N=C2N1C3C(C(C(O3)CO)O)F)Cl)N. Drug 2: CC12CCC3C(C1CCC2OP(=O)(O)O)CCC4=C3C=CC(=C4)OC(=O)N(CCCl)CCCl.[Na+]. Cell line: MCF7. Synergy scores: CSS=-7.06, Synergy_ZIP=2.58, Synergy_Bliss=-0.777, Synergy_Loewe=-8.85, Synergy_HSA=-6.71.